Task: Predict the reactants needed to synthesize the given product.. Dataset: Full USPTO retrosynthesis dataset with 1.9M reactions from patents (1976-2016) (1) Given the product [NH2:25][C:23]1[C:22]([O:26][CH3:27])=[CH:21][N:20]=[C:19]([C:4]2[C:3]([CH3:28])=[C:2]([C:30]#[N:31])[N:6]([CH2:7][C:8]3[C:13]([F:14])=[CH:12][C:11]([O:15][CH2:16][CH3:17])=[CH:10][C:9]=3[F:18])[N:5]=2)[N:24]=1, predict the reactants needed to synthesize it. The reactants are: Br[C:2]1[N:6]([CH2:7][C:8]2[C:13]([F:14])=[CH:12][C:11]([O:15][CH2:16][CH3:17])=[CH:10][C:9]=2[F:18])[N:5]=[C:4]([C:19]2[N:24]=[C:23]([NH2:25])[C:22]([O:26][CH3:27])=[CH:21][N:20]=2)[C:3]=1[CH3:28].[Cu][C:30]#[N:31].N.C(OCC)(=O)C. (2) Given the product [NH2:1][C:2]1[C:9]([N+:10]([O-:12])=[O:11])=[CH:8][CH:7]=[C:6]([N:18]2[CH2:19][CH2:20][CH2:21][CH:16]([C:15]([F:23])([F:22])[F:14])[CH2:17]2)[C:3]=1[C:4]#[N:5], predict the reactants needed to synthesize it. The reactants are: [NH2:1][C:2]1[C:9]([N+:10]([O-:12])=[O:11])=[CH:8][CH:7]=[C:6](F)[C:3]=1[C:4]#[N:5].[F:14][C:15]([F:23])([F:22])[CH:16]1[CH2:21][CH2:20][CH2:19][NH:18][CH2:17]1. (3) Given the product [CH:28]([C@H:17]1[N:16]2[CH2:41][C@@H:13]([NH:12][C:2]([O:4][CH2:5][C:6]3[CH:11]=[CH:10][CH:9]=[CH:8][CH:7]=3)=[O:3])[CH2:14][C@H:15]2[CH2:20][N:19]([C:21]([O:23][C:24]([CH3:27])([CH3:26])[CH3:25])=[O:22])[CH2:18]1)([C:35]1[CH:36]=[CH:37][CH:38]=[CH:39][CH:40]=1)[C:29]1[CH:34]=[CH:33][CH:32]=[CH:31][CH:30]=1, predict the reactants needed to synthesize it. The reactants are: Cl[C:2]([O:4][CH2:5][C:6]1[CH:11]=[CH:10][CH:9]=[CH:8][CH:7]=1)=[O:3].[NH2:12][C@@H:13]1[CH2:41][N:16]2[C@H:17]([CH:28]([C:35]3[CH:40]=[CH:39][CH:38]=[CH:37][CH:36]=3)[C:29]3[CH:34]=[CH:33][CH:32]=[CH:31][CH:30]=3)[CH2:18][N:19]([C:21]([O:23][C:24]([CH3:27])([CH3:26])[CH3:25])=[O:22])[CH2:20][C@@H:15]2[CH2:14]1.C(N(CC)CC)C.O. (4) The reactants are: [NH:1]1[CH2:6][CH2:5][CH:4]([N:7]([CH2:21][CH3:22])[C:8](=[O:20])[CH2:9][C:10]2[CH:15]=[CH:14][C:13]([S:16]([CH3:19])(=[O:18])=[O:17])=[CH:12][CH:11]=2)[CH2:3][CH2:2]1.CCN(C(C)C)C(C)C.[Cl:32][CH2:33][CH2:34][C:35]([C:37]1[CH:42]=[CH:41][C:40]([F:43])=[CH:39][CH:38]=1)=[O:36]. Given the product [ClH:32].[F:43][C:40]1[CH:39]=[CH:38][C:37]([C:35](=[O:36])[CH2:34][CH2:33][N:1]2[CH2:6][CH2:5][CH:4]([N:7]([CH2:21][CH3:22])[C:8](=[O:20])[CH2:9][C:10]3[CH:15]=[CH:14][C:13]([S:16]([CH3:19])(=[O:17])=[O:18])=[CH:12][CH:11]=3)[CH2:3][CH2:2]2)=[CH:42][CH:41]=1, predict the reactants needed to synthesize it.